From a dataset of Reaction yield outcomes from USPTO patents with 853,638 reactions. Predict the reaction yield, written as a fraction of the theoretical maximum amount of product (1.0 means a 100% yield; for example, 0.34 means a 34% yield). (1) The reactants are [C:1]1([S:7]([O:10][C:11]2[CH:12]=[CH:13][CH:14]=[C:15]3[C:20]=2[O:19][C:18](=[O:21])[C:17]([NH:22]C(=O)C)=[CH:16]3)(=[O:9])=[O:8])[CH:6]=[CH:5][CH:4]=[CH:3][CH:2]=1.S(=O)(=O)(O)O.O. The catalyst is C(O)(=O)C. The product is [C:1]1([S:7]([O:10][C:11]2[CH:12]=[CH:13][CH:14]=[C:15]3[C:20]=2[O:19][C:18](=[O:21])[C:17]([NH2:22])=[CH:16]3)(=[O:8])=[O:9])[CH:2]=[CH:3][CH:4]=[CH:5][CH:6]=1. The yield is 0.830. (2) The reactants are [I:1][C:2]1[C:7]([OH:8])=[CH:6][CH:5]=[C:4]([S:9]([CH3:12])(=[O:11])=[O:10])[N:3]=1.Br[CH2:14][CH:15]1[CH2:17][CH2:16]1.C([O-])([O-])=O.[K+].[K+].O. The catalyst is C(#N)C. The product is [CH:15]1([CH2:14][O:8][C:7]2[C:2]([I:1])=[N:3][C:4]([S:9]([CH3:12])(=[O:10])=[O:11])=[CH:5][CH:6]=2)[CH2:17][CH2:16]1. The yield is 0.848. (3) The reactants are [CH3:1][NH:2][CH2:3][C:4]1[CH:9]=[CH:8][CH:7]=[CH:6][CH:5]=1.[Li]CCCC.[Cl:15][C:16]1[CH:17]=[C:18]([N:22]2[C:27](=[O:28])[C:26](OC)=[C:25]([C:31]3[CH:36]=[CH:35][C:34]([S:37][CH3:38])=[CH:33][CH:32]=3)[CH:24]=[N:23]2)[CH:19]=[CH:20][CH:21]=1. The catalyst is O1CCCC1. The product is [Cl:15][C:16]1[CH:17]=[C:18]([N:22]2[C:27](=[O:28])[C:26]([N:2]([CH2:3][C:4]3[CH:9]=[CH:8][CH:7]=[CH:6][CH:5]=3)[CH3:1])=[C:25]([C:31]3[CH:36]=[CH:35][C:34]([S:37][CH3:38])=[CH:33][CH:32]=3)[CH:24]=[N:23]2)[CH:19]=[CH:20][CH:21]=1. The yield is 0.580. (4) The yield is 0.650. The product is [N:18]1([CH2:23][CH2:24][NH:25][C:26]([C:28]2[CH:32]=[C:31]([CH3:33])[NH:30][C:29]=2[CH:34]=[C:10]2[C:9]3[C:13](=[CH:14][CH:15]=[CH:16][C:8]=3[C:3]3[CH:4]=[CH:5][CH:6]=[CH:7][C:2]=3[F:1])[NH:12][C:11]2=[O:17])=[O:27])[CH:22]=[CH:21][N:20]=[N:19]1. The reactants are [F:1][C:2]1[CH:7]=[CH:6][CH:5]=[CH:4][C:3]=1[C:8]1[CH:16]=[CH:15][CH:14]=[C:13]2[C:9]=1[CH2:10][C:11](=[O:17])[NH:12]2.[N:18]1([CH2:23][CH2:24][NH:25][C:26]([C:28]2[CH:32]=[C:31]([CH3:33])[NH:30][C:29]=2[CH:34]=O)=[O:27])[CH:22]=[CH:21][N:20]=[N:19]1. The catalyst is C(O)C.N1CCCCC1.